Dataset: Drug-target binding data from BindingDB using IC50 measurements. Task: Regression. Given a target protein amino acid sequence and a drug SMILES string, predict the binding affinity score between them. We predict pIC50 (pIC50 = -log10(IC50 in M); higher means more potent). Dataset: bindingdb_ic50. The small molecule is CC1(C)CCC(C)(C)c2cc(Sc3cccc(CC(=O)O)c3)ccc21. The target protein (Q9NR63) has sequence MLFEGLDLVSALATLAACLVSVTLLLAVSQQLWQLRWAATRDKSCKLPIPKGSMGFPLIGETGHWLLQGSGFQSSRREKYGNVFKTHLLGRPLIRVTGAENVRKILMGEHHLVSTEWPRSTRMLLGPNTVSNSIGDIHRNKRKVFSKIFSHEALESYLPKIQLVIQDTLRAWSSHPEAINVYQEAQKLTFRMAIRVLLGFSIPEEDLGHLFEVYQQFVDNVFSLPVDLPFSGYRRGIQARQILQKGLEKAIREKLQCTQGKDYLDALDLLIESSKEHGKEMTMQELKDGTLELIFAAYATTASASTSLIMQLLKHPTVLEKLRDELRAHGILHSGGCPCEGTLRLDTLSGLRYLDCVIKEVMRLFTPISGGYRTVLQTFELDGFQIPKGWSVMYSIRDTHDTAPVFKDVNVFDPDRFSQARSEDKDGRFHYLPFGGGVRTCLGKHLAKLFLKVLAVELASTSRFELATRTFPRITLVPVLHPVDGLSVKFFGLDSNQNEI.... The pIC50 is 5.3.